This data is from Full USPTO retrosynthesis dataset with 1.9M reactions from patents (1976-2016). The task is: Predict the reactants needed to synthesize the given product. (1) Given the product [OH:45][CH:42]1[CH2:43][CH2:44][N:39]([C:27]([N:12]2[CH2:13][CH:14]([C:16]3[CH:17]=[CH:18][C:19]([O:22][C:23]([F:26])([F:25])[F:24])=[CH:20][CH:21]=3)[CH2:15][CH:10]([NH:9][C:7]([C:1]3[CH:6]=[CH:5][CH:4]=[CH:3][CH:2]=3)=[O:8])[CH2:11]2)=[O:28])[CH2:40][CH2:41]1, predict the reactants needed to synthesize it. The reactants are: [C:1]1([C:7]([NH:9][CH:10]2[CH2:15][CH:14]([C:16]3[CH:21]=[CH:20][C:19]([O:22][C:23]([F:26])([F:25])[F:24])=[CH:18][CH:17]=3)[CH2:13][N:12]([C:27](OC3C=CC([N+]([O-])=O)=CC=3)=[O:28])[CH2:11]2)=[O:8])[CH:6]=[CH:5][CH:4]=[CH:3][CH:2]=1.[NH:39]1[CH2:44][CH2:43][CH:42]([OH:45])[CH2:41][CH2:40]1.C(=O)([O-])[O-].[K+].[K+]. (2) Given the product [F:38][C:13]([F:37])([CH2:12][CH2:11][C@H:10]([N:39]([S:45]([C:48]1[CH:49]=[CH:50][C:51]([CH2:54][OH:55])=[CH:52][CH:53]=1)(=[O:47])=[O:46])[CH2:40][CH2:41][CH2:42][CH2:43][CH3:44])[CH2:9][OH:8])[CH2:14][NH:15][C:16](=[O:36])[C@H:17]([CH:23]([C:30]1[CH:35]=[CH:34][CH:33]=[CH:32][CH:31]=1)[C:24]1[CH:25]=[CH:26][CH:27]=[CH:28][CH:29]=1)[NH:18][C:19]([O:21][CH3:22])=[O:20], predict the reactants needed to synthesize it. The reactants are: [Si]([O:8][CH2:9][C@@H:10]([N:39]([S:45]([C:48]1[CH:53]=[CH:52][C:51]([CH2:54][O:55][Si](C(C)(C)C)(C)C)=[CH:50][CH:49]=1)(=[O:47])=[O:46])[CH2:40][CH2:41][CH2:42][CH2:43][CH3:44])[CH2:11][CH2:12][C:13]([F:38])([F:37])[CH2:14][NH:15][C:16](=[O:36])[C@H:17]([CH:23]([C:30]1[CH:35]=[CH:34][CH:33]=[CH:32][CH:31]=1)[C:24]1[CH:29]=[CH:28][CH:27]=[CH:26][CH:25]=1)[NH:18][C:19]([O:21][CH3:22])=[O:20])(C(C)(C)C)(C)C.CCCC[N+](CCCC)(CCCC)CCCC.[F-]. (3) Given the product [C:1]1([C:46]2[CH:51]=[CH:50][CH:49]=[CH:48][CH:47]=2)[CH:2]=[CH:3][C:4]([CH2:7][C@@H:8]([NH:15][C:16]([C:18]2[CH:19]=[C:20]([C:32]3[CH:33]=[C:34]([C:42]([F:43])([F:44])[F:45])[CH:35]=[C:36]([C:38]([F:40])([F:41])[F:39])[CH:37]=3)[CH:21]=[CH:22][C:23]=2[OH:24])=[O:17])[C:9]2[O:13][N:12]=[C:11]([CH3:14])[N:10]=2)=[CH:5][CH:6]=1, predict the reactants needed to synthesize it. The reactants are: [C:1]1([C:46]2[CH:51]=[CH:50][CH:49]=[CH:48][CH:47]=2)[CH:6]=[CH:5][C:4]([CH2:7][C@@H:8]([NH:15][C:16]([C:18]2[CH:19]=[C:20]([C:32]3[CH:37]=[C:36]([C:38]([F:41])([F:40])[F:39])[CH:35]=[C:34]([C:42]([F:45])([F:44])[F:43])[CH:33]=3)[CH:21]=[CH:22][C:23]=2[O:24]CC2C=CC=CC=2)=[O:17])[C:9]2[O:13][N:12]=[C:11]([CH3:14])[N:10]=2)=[CH:3][CH:2]=1.B(Br)(Br)Br.